This data is from Full USPTO retrosynthesis dataset with 1.9M reactions from patents (1976-2016). The task is: Predict the reactants needed to synthesize the given product. (1) Given the product [ClH:19].[N:23]1([CH2:22][CH2:21][NH:20][S:16]([C:14]2[S:15][C:11]([C:5]3[CH:4]=[C:3]([CH2:1][CH3:2])[C:8](=[O:9])[NH:7][C:6]=3[CH3:10])=[CH:12][CH:13]=2)(=[O:18])=[O:17])[CH2:27][CH2:26][CH2:25][CH2:24]1, predict the reactants needed to synthesize it. The reactants are: [CH2:1]([C:3]1[C:8](=[O:9])[NH:7][C:6]([CH3:10])=[C:5]([C:11]2[S:15][C:14]([S:16]([Cl:19])(=[O:18])=[O:17])=[CH:13][CH:12]=2)[CH:4]=1)[CH3:2].[NH2:20][CH2:21][CH2:22][N:23]1[CH2:27][CH2:26][CH2:25][CH2:24]1. (2) Given the product [C:2]([C:1]1[S:12][C:10]([NH2:11])=[N:8][N:9]=1)([CH3:5])([CH3:4])[CH3:3], predict the reactants needed to synthesize it. The reactants are: [C:1](O)(=O)[C:2]([CH3:5])([CH3:4])[CH3:3].[NH:8]([C:10](=[S:12])[NH2:11])[NH2:9].[OH-].[NH4+]. (3) Given the product [CH2:26]([O:28][C:29]([C:31]1([C:34]2[CH:39]=[CH:38][C:37]([C:20]3[CH:21]=[CH:22][C:17]([C:16]4[O:15][N:14]=[C:13]([CH3:24])[C:12]=4[CH2:11][NH:10][C:9]([O:8][CH2:1][C:2]4[CH:7]=[CH:6][CH:5]=[CH:4][CH:3]=4)=[O:25])=[CH:18][CH:19]=3)=[CH:36][CH:35]=2)[CH2:32][CH2:33]1)=[O:30])[CH3:27], predict the reactants needed to synthesize it. The reactants are: [CH2:1]([O:8][C:9](=[O:25])[NH:10][CH2:11][C:12]1[C:13]([CH3:24])=[N:14][O:15][C:16]=1[C:17]1[CH:22]=[CH:21][C:20](Br)=[CH:19][CH:18]=1)[C:2]1[CH:7]=[CH:6][CH:5]=[CH:4][CH:3]=1.[CH2:26]([O:28][C:29]([C:31]1([C:34]2[CH:39]=[CH:38][C:37](B3OC(C)(C)C(C)(C)O3)=[CH:36][CH:35]=2)[CH2:33][CH2:32]1)=[O:30])[CH3:27]. (4) The reactants are: C(Cl)CCl.[NH2:5][C:6]1[N:11]=[CH:10][C:9](/[CH:12]=[CH:13]/[C:14]([OH:16])=O)=[CH:8][CH:7]=1.[Cl:17][C:18]1[CH:26]=[C:25]([Cl:27])[CH:24]=[C:23]2[C:19]=1[CH:20]=[C:21]([CH2:29][NH:30][CH3:31])[N:22]2[CH3:28].C1C=CC2N(O)N=NC=2C=1.O.CCN(CC)CC. Given the product [NH2:5][C:6]1[N:11]=[CH:10][C:9](/[CH:12]=[CH:13]/[C:14]([N:30]([CH2:29][C:21]2[N:22]([CH3:28])[C:23]3[C:19]([CH:20]=2)=[C:18]([Cl:17])[CH:26]=[C:25]([Cl:27])[CH:24]=3)[CH3:31])=[O:16])=[CH:8][CH:7]=1, predict the reactants needed to synthesize it. (5) The reactants are: [NH2:1][CH:2]1[CH2:5][N:4]([C:6]([C:8]2[CH:9]=[C:10]([CH:23]=[CH:24][C:25]=2[F:26])[CH2:11][C:12]2[C:21]3[C:16](=[CH:17][CH:18]=[CH:19][CH:20]=3)[C:15](=[O:22])[NH:14][N:13]=2)=[O:7])[CH2:3]1.[CH:27](=O)[CH2:28][CH2:29][CH3:30].C(O[BH-](OC(=O)C)OC(=O)C)(=O)C.[Na+]. Given the product [CH2:27]([NH:1][CH:2]1[CH2:3][N:4]([C:6]([C:8]2[CH:9]=[C:10]([CH:23]=[CH:24][C:25]=2[F:26])[CH2:11][C:12]2[C:21]3[C:16](=[CH:17][CH:18]=[CH:19][CH:20]=3)[C:15](=[O:22])[NH:14][N:13]=2)=[O:7])[CH2:5]1)[CH2:28][CH2:29][CH3:30], predict the reactants needed to synthesize it.